Regression. Given two drug SMILES strings and cell line genomic features, predict the synergy score measuring deviation from expected non-interaction effect. From a dataset of Merck oncology drug combination screen with 23,052 pairs across 39 cell lines. (1) Drug 1: COc1cc(C2c3cc4c(cc3C(OC3OC5COC(C)OC5C(O)C3O)C3COC(=O)C23)OCO4)cc(OC)c1O. Drug 2: CS(=O)(=O)CCNCc1ccc(-c2ccc3ncnc(Nc4ccc(OCc5cccc(F)c5)c(Cl)c4)c3c2)o1. Cell line: COLO320DM. Synergy scores: synergy=21.4. (2) Drug 1: N.N.O=C(O)C1(C(=O)O)CCC1.[Pt]. Drug 2: O=C(O)C1(Cc2cccc(Nc3nccs3)n2)CCC(Oc2cccc(Cl)c2F)CC1. Cell line: SW837. Synergy scores: synergy=-15.8. (3) Drug 1: COc1cc(C2c3cc4c(cc3C(OC3OC5COC(C)OC5C(O)C3O)C3COC(=O)C23)OCO4)cc(OC)c1O. Drug 2: CNC(=O)c1cc(Oc2ccc(NC(=O)Nc3ccc(Cl)c(C(F)(F)F)c3)cc2)ccn1. Cell line: MSTO. Synergy scores: synergy=-8.46. (4) Drug 1: O=c1[nH]cc(F)c(=O)[nH]1. Drug 2: Cc1nc(Nc2ncc(C(=O)Nc3c(C)cccc3Cl)s2)cc(N2CCN(CCO)CC2)n1. Cell line: EFM192B. Synergy scores: synergy=3.84. (5) Drug 1: COC12C(COC(N)=O)C3=C(C(=O)C(C)=C(N)C3=O)N1CC1NC12. Drug 2: C=CCn1c(=O)c2cnc(Nc3ccc(N4CCN(C)CC4)cc3)nc2n1-c1cccc(C(C)(C)O)n1. Cell line: NCIH23. Synergy scores: synergy=-1.34. (6) Drug 1: CC1CC2C3CCC4=CC(=O)C=CC4(C)C3(F)C(O)CC2(C)C1(O)C(=O)CO. Drug 2: Cn1cc(-c2cnn3c(N)c(Br)c(C4CCCNC4)nc23)cn1. Cell line: ZR751. Synergy scores: synergy=20.6. (7) Drug 2: COC1CC2CCC(C)C(O)(O2)C(=O)C(=O)N2CCCCC2C(=O)OC(C(C)CC2CCC(OP(C)(C)=O)C(OC)C2)CC(=O)C(C)C=C(C)C(O)C(OC)C(=O)C(C)CC(C)C=CC=CC=C1C. Synergy scores: synergy=30.1. Drug 1: CCN(CC)CCNC(=O)c1c(C)[nH]c(C=C2C(=O)Nc3ccc(F)cc32)c1C. Cell line: A375.